Dataset: Full USPTO retrosynthesis dataset with 1.9M reactions from patents (1976-2016). Task: Predict the reactants needed to synthesize the given product. (1) The reactants are: [CH2:1]([O:3][C:4]([C:6]1[N:7]([CH3:29])[C:8]([CH2:27][CH3:28])=[C:9]([C:25]#[N:26])[C:10]=1[C:11]1[CH:16]=[CH:15][C:14]([O:17]CC2C=CC=CC=2)=[CH:13][CH:12]=1)=[O:5])[CH3:2].CCO.C1COCC1. Given the product [CH2:1]([O:3][C:4]([C:6]1[N:7]([CH3:29])[C:8]([CH2:27][CH3:28])=[C:9]([C:25]#[N:26])[C:10]=1[C:11]1[CH:16]=[CH:15][C:14]([OH:17])=[CH:13][CH:12]=1)=[O:5])[CH3:2], predict the reactants needed to synthesize it. (2) Given the product [CH3:8][O:7][C:1](=[O:6])[CH2:2][C:3](=[O:5])[C:12]1[CH:17]=[CH:16][CH:15]=[CH:14][CH:13]=1, predict the reactants needed to synthesize it. The reactants are: [C:1]([O-:7])(=[O:6])[CH2:2][C:3]([O-:5])=O.[CH2:8](O[Mg+2])C.[C:12]1(C)[CH:17]=[CH:16][C:15](S(O)(=O)=O)=[CH:14][CH:13]=1. (3) Given the product [C:15]([O:19][C:20](=[O:40])[NH:21][C:22]1[N:31]=[C:30]([O:32][CH3:33])[C:29]2[C:28]3[CH:34]=[C:35]([F:38])[CH:36]=[CH:37][C:27]=3[C:26](=[O:39])[C:25](=[N:1][OH:2])[C:24]=2[N:23]=1)([CH3:18])([CH3:16])[CH3:17], predict the reactants needed to synthesize it. The reactants are: [N:1](OC(C)(C)C)=[O:2].Cl.O1CCOCC1.[C:15]([O:19][C:20](=[O:40])[NH:21][C:22]1[N:31]=[C:30]([O:32][CH3:33])[C:29]2[C:28]3[CH:34]=[C:35]([F:38])[CH:36]=[CH:37][C:27]=3[C:26]([OH:39])=[CH:25][C:24]=2[N:23]=1)([CH3:18])([CH3:17])[CH3:16]. (4) Given the product [CH3:14][CH2:13][O:12][C:8]([CH:9]1[NH:1][CH:2]([C:5]([OH:7])=[O:6])[CH2:3][S:4]1)=[O:11], predict the reactants needed to synthesize it. The reactants are: [NH2:1][C@H:2]([C:5]([OH:7])=[O:6])[CH2:3][SH:4].[C:8]([O:12][CH2:13][CH3:14])(=[O:11])[CH:9]=O. (5) Given the product [Cl:18][C:16]1[CH:15]=[C:11]([CH:10]=[C:9]([N:6]2[CH2:5][CH2:4][CH:3]([NH:2][C:26]([C:21]3[NH:22][C:23]([CH3:25])=[CH:24][C:20]=3[CH3:19])=[O:27])[CH2:8][CH2:7]2)[N:17]=1)[C:12]([NH2:14])=[O:13], predict the reactants needed to synthesize it. The reactants are: Cl.[NH2:2][CH:3]1[CH2:8][CH2:7][N:6]([C:9]2[CH:10]=[C:11]([CH:15]=[C:16]([Cl:18])[N:17]=2)[C:12]([NH2:14])=[O:13])[CH2:5][CH2:4]1.[CH3:19][C:20]1[CH:24]=[C:23]([CH3:25])[NH:22][C:21]=1[C:26](O)=[O:27]. (6) Given the product [Cl:34][C:31]1[CH:32]=[CH:33][C:28]([CH2:27][CH2:26][N:10]2[C:9]3[CH:8]=[CH:7][CH:6]=[C:5]([C:3]([OH:4])=[O:2])[C:13]=3[N:12]=[C:11]2[C:14](=[O:25])[NH:15][CH:16]2[CH2:21][CH2:20][N:19]([CH:22]([CH3:23])[CH3:24])[CH2:18][CH2:17]2)=[CH:29][CH:30]=1.[Cl:56][C:53]1[CH:54]=[CH:55][C:50]([CH2:49][CH2:48][N:46]2[C:47]3[C:39]([C:37]([OH:38])=[O:36])=[CH:40][CH:41]=[CH:42][C:43]=3[N:44]=[C:45]2[C:57](=[O:68])[NH:58][CH:59]2[CH2:64][CH2:63][N:62]([CH:65]([CH3:66])[CH3:67])[CH2:61][CH2:60]2)=[CH:51][CH:52]=1, predict the reactants needed to synthesize it. The reactants are: C[O:2][C:3]([C:5]1[C:13]2[N:12]=[C:11]([C:14](=[O:25])[NH:15][CH:16]3[CH2:21][CH2:20][N:19]([CH:22]([CH3:24])[CH3:23])[CH2:18][CH2:17]3)[N:10]([CH2:26][CH2:27][C:28]3[CH:33]=[CH:32][C:31]([Cl:34])=[CH:30][CH:29]=3)[C:9]=2[CH:8]=[CH:7][CH:6]=1)=[O:4].C[O:36][C:37]([C:39]1[C:47]2[N:46]([CH2:48][CH2:49][C:50]3[CH:55]=[CH:54][C:53]([Cl:56])=[CH:52][CH:51]=3)[C:45]([C:57](=[O:68])[NH:58][CH:59]3[CH2:64][CH2:63][N:62]([CH:65]([CH3:67])[CH3:66])[CH2:61][CH2:60]3)=[N:44][C:43]=2[CH:42]=[CH:41][CH:40]=1)=[O:38].[Li+].[OH-].Cl. (7) Given the product [C:7]([O:33][CH2:32][C@@H:30]([OH:31])[CH:29]=[CH2:28])([C:14]1[CH:19]=[CH:18][CH:17]=[CH:16][CH:15]=1)([C:8]1[CH:13]=[CH:12][CH:11]=[CH:10][CH:9]=1)[C:1]1[CH:6]=[CH:5][CH:4]=[CH:3][CH:2]=1, predict the reactants needed to synthesize it. The reactants are: [C:1]1([C:7](Cl)([C:14]2[CH:19]=[CH:18][CH:17]=[CH:16][CH:15]=2)[C:8]2[CH:13]=[CH:12][CH:11]=[CH:10][CH:9]=2)[CH:6]=[CH:5][CH:4]=[CH:3][CH:2]=1.C(N(CC)CC)C.[C:28](O)(=O)[CH2:29][C:30](CC(O)=O)([C:32](O)=[O:33])[OH:31].